This data is from Catalyst prediction with 721,799 reactions and 888 catalyst types from USPTO. The task is: Predict which catalyst facilitates the given reaction. (1) Reactant: [NH4+].[Cl-].[Br:3][C:4]1[CH:9]=[C:8]([CH3:10])[C:7]([N+:11]([O-])=O)=[CH:6][N:5]=1. Product: [Br:3][C:4]1[N:5]=[CH:6][C:7]([NH2:11])=[C:8]([CH3:10])[CH:9]=1. The catalyst class is: 693. (2) Reactant: [NH2:1][CH2:2][C:3]([NH:5][CH:6]([CH3:8])[CH3:7])=[O:4].[OH:9][C:10]1[CH:21]=[CH:20][C:13]2[NH:14]C(=O)[O:16][C:17](=O)[C:12]=2[CH:11]=1. Product: [NH2:14][C:13]1[CH:20]=[CH:21][C:10]([OH:9])=[CH:11][C:12]=1[C:17]([NH:1][CH2:2][C:3](=[O:4])[NH:5][CH:6]([CH3:8])[CH3:7])=[O:16]. The catalyst class is: 245. (3) Reactant: [NH2:1][C:2]1[CH:3]=[CH:4][C:5]([OH:12])=[C:6]([CH:11]=1)[C:7]([O:9][CH3:10])=[O:8].N1C=CC=CC=1.[CH3:19][S:20](Cl)(=[O:22])=[O:21].Cl. Product: [OH:12][C:5]1[CH:4]=[CH:3][C:2]([NH:1][S:20]([CH3:19])(=[O:22])=[O:21])=[CH:11][C:6]=1[C:7]([O:9][CH3:10])=[O:8]. The catalyst class is: 34.